From a dataset of Full USPTO retrosynthesis dataset with 1.9M reactions from patents (1976-2016). Predict the reactants needed to synthesize the given product. Given the product [C:1]([C:5]1[CH:24]=[C:23]([F:25])[CH:22]=[CH:21][C:6]=1[O:7][CH2:8][CH:9]1[CH2:10][N:11]([C:13](=[O:20])[CH2:14][C:15]([OH:17])=[O:16])[CH2:12]1)([CH3:4])([CH3:2])[CH3:3], predict the reactants needed to synthesize it. The reactants are: [C:1]([C:5]1[CH:24]=[C:23]([F:25])[CH:22]=[CH:21][C:6]=1[O:7][CH2:8][CH:9]1[CH2:12][N:11]([C:13](=[O:20])[CH2:14][C:15]([O:17]CC)=[O:16])[CH2:10]1)([CH3:4])([CH3:3])[CH3:2].[OH-].[Li+].Cl.